The task is: Predict the product of the given reaction.. This data is from Forward reaction prediction with 1.9M reactions from USPTO patents (1976-2016). (1) Given the reactants [CH:1]([C@@H:4]1[CH2:9][CH:8]([N:10]([CH:12]([CH3:14])[CH3:13])[CH3:11])[CH2:7][CH2:6][C@@H:5]1[N:15]1[CH2:19][CH2:18][C@H:17]([NH:20]C(=O)OCC2C=CC=CC=2)[C:16]1=[O:31])([CH3:3])[CH3:2], predict the reaction product. The product is: [NH2:20][C@H:17]1[CH2:18][CH2:19][N:15]([C@H:5]2[CH2:6][CH2:7][CH:8]([N:10]([CH:12]([CH3:13])[CH3:14])[CH3:11])[CH2:9][C@H:4]2[CH:1]([CH3:3])[CH3:2])[C:16]1=[O:31]. (2) The product is: [CH3:10][O:9][C:6]1[CH:7]=[CH:8][C:3]2[N:4]([C:12]([C:13]([O:15][CH2:16][CH3:17])=[O:14])=[N:2][N:1]=2)[CH:5]=1. Given the reactants [NH:1]([C:3]1[CH:8]=[CH:7][C:6]([O:9][CH3:10])=[CH:5][N:4]=1)[NH2:2].O=[CH:12][C:13]([O:15][CH2:16][CH3:17])=[O:14].C(OI(C1C=CC=CC=1)OC(=O)C)(=O)C, predict the reaction product.